This data is from Full USPTO retrosynthesis dataset with 1.9M reactions from patents (1976-2016). The task is: Predict the reactants needed to synthesize the given product. (1) Given the product [S:17]([C:15]1[CH:14]=[CH:13][C:11]2[N:12]=[C:8]([C:1]3([C:4]([NH2:20])=[O:5])[CH2:3][CH2:2]3)[S:9][C:10]=2[CH:16]=1)[C:18]#[N:19], predict the reactants needed to synthesize it. The reactants are: [CH:1]1([C:4](Cl)=[O:5])[CH2:3][CH2:2]1.N[C:8]1[S:9][C:10]2[CH:16]=[C:15]([S:17][C:18]#[N:19])[CH:14]=[CH:13][C:11]=2[N:12]=1.[N:20]1C=CC=CC=1. (2) The reactants are: [CH3:1][S:2][C:3]1[CH:8]=[CH:7][C:6]([C:9](=O)[CH2:10][C:11]([O:13]C)=O)=[CH:5][CH:4]=1.[C:16]1([NH:22][NH2:23])[CH:21]=[CH:20][CH:19]=[CH:18][CH:17]=1. Given the product [CH3:1][S:2][C:3]1[CH:4]=[CH:5][C:6]([C:9]2[CH:10]=[C:11]([OH:13])[N:22]([C:16]3[CH:21]=[CH:20][CH:19]=[CH:18][CH:17]=3)[N:23]=2)=[CH:7][CH:8]=1, predict the reactants needed to synthesize it. (3) Given the product [CH2:12]([O:11][CH:8]1[CH2:7][O:6][CH:5]([C:22]([CH3:24])([CH3:23])[C:21]([O:20][CH3:19])=[O:25])[CH2:10][CH2:9]1)[C:13]1[CH:14]=[CH:15][CH:16]=[CH:17][CH:18]=1, predict the reactants needed to synthesize it. The reactants are: C(O[CH:5]1[CH2:10][CH2:9][CH:8]([O:11][CH2:12][C:13]2[CH:18]=[CH:17][CH:16]=[CH:15][CH:14]=2)[CH2:7][O:6]1)(=O)C.[CH3:19][O:20][C:21]([O:25][Si](C)(C)C)=[C:22]([CH3:24])[CH3:23].B(F)(F)F.CCOCC. (4) Given the product [Cl:1][C:2]1[CH:7]=[CH:6][C:5]([NH:8][C:9]2[N:14]=[C:13]([O:15][CH3:16])[CH:12]=[CH:11][N:10]=2)=[CH:4][C:3]=1[O:17][CH2:25][CH:26]=[C:27]([CH3:29])[CH3:28], predict the reactants needed to synthesize it. The reactants are: [Cl:1][C:2]1[CH:7]=[CH:6][C:5]([NH:8][C:9]2[N:14]=[C:13]([O:15][CH3:16])[CH:12]=[CH:11][N:10]=2)=[CH:4][C:3]=1[OH:17].C([O-])([O-])=O.[Cs+].[Cs+].Br[CH2:25][CH:26]=[C:27]([CH3:29])[CH3:28]. (5) Given the product [O:11]1[CH2:12][CH:13]=[C:14]([C:2]2[CH:7]=[C:6]([CH3:8])[CH:5]=[C:4]([CH3:9])[C:3]=2[OH:10])[CH2:15][CH2:16]1, predict the reactants needed to synthesize it. The reactants are: Br[C:2]1[CH:7]=[C:6]([CH3:8])[CH:5]=[C:4]([CH3:9])[C:3]=1[OH:10].[O:11]1[CH2:16][CH:15]=[C:14](B2OC(C)(C)C(C)(C)O2)[CH2:13][CH2:12]1.C(=O)([O-])[O-].[Na+].[Na+].O.